Dataset: Reaction yield outcomes from USPTO patents with 853,638 reactions. Task: Predict the reaction yield, written as a fraction of the theoretical maximum amount of product (1.0 means a 100% yield; for example, 0.34 means a 34% yield). (1) The yield is 0.662. The reactants are [CH2:1]([N:3]([CH2:29][CH3:30])[CH2:4][CH2:5][N:6]1[CH2:11][CH2:10][C:9]2[NH:12][C:13]([CH:16]=[C:17]3[C:25]4[C:20](=[CH:21][CH:22]=[C:23]([F:26])[CH:24]=4)[NH:19][C:18]3=[O:27])=[C:14]([CH3:15])[C:8]=2[C:7]1=[O:28])[CH3:2].ClCCl.[C:34]([OH:41])(=[O:40])/[CH:35]=[CH:36]\[C:37]([OH:39])=[O:38]. The product is [C:34]([OH:41])(=[O:40])/[CH:35]=[CH:36]\[C:37]([OH:39])=[O:38].[CH2:29]([N:3]([CH2:1][CH3:2])[CH2:4][CH2:5][N:6]1[CH2:11][CH2:10][C:9]2[NH:12][C:13]([CH:16]=[C:17]3[C:25]4[C:20](=[CH:21][CH:22]=[C:23]([F:26])[CH:24]=4)[NH:19][C:18]3=[O:27])=[C:14]([CH3:15])[C:8]=2[C:7]1=[O:28])[CH3:30]. The catalyst is CO. (2) The catalyst is C(Cl)Cl. The product is [C:5]1([CH3:14])[CH:10]=[CH:9][C:8]([S:11](=[O:13])([S:2][CH3:1])=[O:12])=[CH:7][CH:6]=1. The yield is 1.00. The reactants are [CH3:1][S:2]SC.[C:5]1([CH3:14])[CH:10]=[CH:9][C:8]([S:11]([O-:13])=[O:12])=[CH:7][CH:6]=1.[Na+].II.S([O-])([O-])(=O)=S.[Na+].[Na+]. (3) The reactants are CS(O[CH:6]1[CH2:9][O:8][CH2:7]1)(=O)=O.[Br:10][C:11]1[CH:12]=[C:13]2[C:17](=C[CH:19]=1)[NH:16][CH:15]=[CH:14]2.C(=O)([O-])[O-].[Cs+].[Cs+].C[N:27](C=O)C. No catalyst specified. The product is [Br:10][C:11]1[CH:12]=[C:13]2[CH:14]=[CH:15][N:16]([CH:6]3[CH2:9][O:8][CH2:7]3)[C:17]2=[N:27][CH:19]=1. The yield is 0.305. (4) The reactants are [C:1]1([C:7]2([CH3:17])[C:12](=[O:13])[N:11]([CH3:14])[C:10](=[O:15])[NH:9][C:8]2=[O:16])[CH2:6][CH2:5][CH2:4][CH2:3][CH:2]=1.Br[CH2:19][C:20]([C:22]1[O:23][CH:24]=[CH:25][CH:26]=1)=[O:21]. No catalyst specified. The product is [C:1]1([C:7]2([CH3:17])[C:8](=[O:16])[N:9]([CH2:19][C:20]([C:22]3[O:23][CH:24]=[CH:25][CH:26]=3)=[O:21])[C:10](=[O:15])[N:11]([CH3:14])[C:12]2=[O:13])[CH2:6][CH2:5][CH2:4][CH2:3][CH:2]=1. The yield is 0.530. (5) The yield is 0.890. The product is [Cl:1][C:2]1[CH:3]=[C:4]([C:22]2[CH:27]=[CH:26][C:25]([C:28]([N:47]3[CH2:48][CH2:49][CH:44]([OH:43])[CH2:45][CH2:46]3)=[O:29])=[CH:24][CH:23]=2)[CH:5]=[C:6]([Cl:21])[C:7]=1[CH2:8][C@@H:9]1[CH2:13][CH2:12][N:11]([N:14]2[CH2:19][CH2:18][CH2:17][CH2:16][CH2:15]2)[C:10]1=[O:20]. The reactants are [Cl:1][C:2]1[CH:3]=[C:4]([C:22]2[CH:27]=[CH:26][C:25]([C:28](O)=[O:29])=[CH:24][CH:23]=2)[CH:5]=[C:6]([Cl:21])[C:7]=1[CH2:8][C@@H:9]1[CH2:13][CH2:12][N:11]([N:14]2[CH2:19][CH2:18][CH2:17][CH2:16][CH2:15]2)[C:10]1=[O:20].C(N1C=CN=C1)(N1C=CN=C1)=O.[OH:43][CH:44]1[CH2:49][CH2:48][NH:47][CH2:46][CH2:45]1.C(N(C(C)C)CC)(C)C. The catalyst is C(Cl)Cl.